This data is from Full USPTO retrosynthesis dataset with 1.9M reactions from patents (1976-2016). The task is: Predict the reactants needed to synthesize the given product. (1) The reactants are: [O:1]1[CH2:6][CH2:5][CH2:4][CH2:3][CH:2]1[N:7]1[C:11]([Sn](CCCC)(CCCC)CCCC)=[CH:10][C:9]([C:25]([F:28])([F:27])[F:26])=[N:8]1.Br[C:30]1[S:31][CH:32]=[C:33]([C:35]([O:37][CH3:38])=[O:36])[N:34]=1. Given the product [O:1]1[CH2:6][CH2:5][CH2:4][CH2:3][CH:2]1[N:7]1[C:11]([C:30]2[S:31][CH:32]=[C:33]([C:35]([O:37][CH3:38])=[O:36])[N:34]=2)=[CH:10][C:9]([C:25]([F:26])([F:27])[F:28])=[N:8]1, predict the reactants needed to synthesize it. (2) Given the product [NH2:28][C:11]1[N:12]=[CH:13][C:14]([C:16]2[N:20]([CH3:21])[N:19]=[C:18]([CH:22]3[CH2:23][CH2:24][N:25]([C:30](=[O:29])[C@H:31]([CH3:35])[CH2:32][OH:33])[CH2:26][CH2:27]3)[N:17]=2)=[N:15][C:10]=1[C:8]1[O:9][C:5]([C:1]([CH3:4])([CH3:2])[CH3:3])=[N:6][N:7]=1, predict the reactants needed to synthesize it. The reactants are: [C:1]([C:5]1[O:9][C:8]([C:10]2[C:11]([NH2:28])=[N:12][CH:13]=[C:14]([C:16]3[N:20]([CH3:21])[N:19]=[C:18]([CH:22]4[CH2:27][CH2:26][NH:25][CH2:24][CH2:23]4)[N:17]=3)[N:15]=2)=[N:7][N:6]=1)([CH3:4])([CH3:3])[CH3:2].[OH:29][CH2:30][C@@H:31]([CH3:35])[C:32](O)=[O:33]. (3) Given the product [CH2:1]([O:8][C:9]([N:11]1[CH:15]([C:16](=[O:18])[NH:58][C:59]2[S:60][CH:61]=[C:62]([C:64]3[CH:65]=[CH:66][C:67]([C:68](=[O:69])[NH:70][CH:71]4[CH2:73][CH2:72]4)=[CH:74][CH:75]=3)[N:63]=2)[CH2:14][S:13][C@@H:12]1[CH:19]1[CH2:20][CH2:21][CH2:22][CH2:23][CH2:24]1)=[O:10])[C:2]1[CH:7]=[CH:6][CH:5]=[CH:4][CH:3]=1, predict the reactants needed to synthesize it. The reactants are: [CH2:1]([O:8][C:9]([N:11]1[CH:15]([C:16]([OH:18])=O)[CH2:14][S:13][C@@H:12]1[CH:19]1[CH2:24][CH2:23][CH2:22][CH2:21][CH2:20]1)=[O:10])[C:2]1[CH:7]=[CH:6][CH:5]=[CH:4][CH:3]=1.CCN(C(C)C)C(C)C.CN(C(ON1N=NC2C=CC=NC1=2)=[N+](C)C)C.F[P-](F)(F)(F)(F)F.[NH2:58][C:59]1[S:60][CH:61]=[C:62]([C:64]2[CH:75]=[CH:74][C:67]([C:68]([NH:70][CH:71]3[CH2:73][CH2:72]3)=[O:69])=[CH:66][CH:65]=2)[N:63]=1.